This data is from Full USPTO retrosynthesis dataset with 1.9M reactions from patents (1976-2016). The task is: Predict the reactants needed to synthesize the given product. Given the product [CH3:1][C:2]1[CH:3]=[C:4]([CH:21]=[CH:22][CH:23]=1)[CH2:5][CH:6]1[C:7]2[CH:20]=[CH:19][CH:18]=[CH:17][C:8]=2[CH2:9][CH2:10][C:11]2[CH:16]=[CH:15][CH:14]=[CH:13][C:12]1=2, predict the reactants needed to synthesize it. The reactants are: [CH3:1][C:2]1[CH:3]=[C:4]([CH:21]=[CH:22][CH:23]=1)[CH:5]=[C:6]1[C:12]2[CH:13]=[CH:14][CH:15]=[CH:16][C:11]=2[CH2:10][CH2:9][C:8]2[CH:17]=[CH:18][CH:19]=[CH:20][C:7]1=2.C(OCC)(=O)C.[H][H].